The task is: Predict which catalyst facilitates the given reaction.. This data is from Catalyst prediction with 721,799 reactions and 888 catalyst types from USPTO. (1) Reactant: C([Li])CCC.CC1(C)CCCC(C)(C)N1.[C:16]([O:20][C:21]([N:23]1[CH:27]=[CH:26][CH:25]=[CH:24]1)=[O:22])([CH3:19])([CH3:18])[CH3:17].[CH3:28][C:29]1[CH:56]=[CH:55][CH:54]=[CH:53][C:30]=1[CH2:31][N:32]([CH2:45][C:46]1[CH:51]=[CH:50][CH:49]=[CH:48][C:47]=1[CH3:52])[C@@H:33]([CH2:36][C:37]1[CH:42]=[C:41]([F:43])[CH:40]=[C:39]([F:44])[CH:38]=1)[CH:34]=[O:35]. Product: [C:16]([O:20][C:21]([N:23]1[CH:27]=[CH:26][CH:25]=[C:24]1[C@@H:34]([OH:35])[C@@H:33]([N:32]([CH2:31][C:30]1[CH:53]=[CH:54][CH:55]=[CH:56][C:29]=1[CH3:28])[CH2:45][C:46]1[CH:51]=[CH:50][CH:49]=[CH:48][C:47]=1[CH3:52])[CH2:36][C:37]1[CH:42]=[C:41]([F:43])[CH:40]=[C:39]([F:44])[CH:38]=1)=[O:22])([CH3:19])([CH3:17])[CH3:18]. The catalyst class is: 7. (2) Reactant: Cl[C:2]1[N:7]=[CH:6][C:5]([C:8]2[CH:9]=[N:10][CH:11]=[C:12]([O:14][CH3:15])[CH:13]=2)=[C:4]([NH:16][C:17]2[C:26]3[C:21](=[CH:22][C:23]([F:28])=[CH:24][C:25]=3[F:27])[N:20]=[C:19]([C:29]3[CH:34]=[CH:33][CH:32]=[CH:31][N:30]=3)[C:18]=2[CH3:35])[CH:3]=1.C(OC([N:43]1[CH:47]=[C:46](B(O)O)[CH:45]=[N:44]1)=O)(C)(C)C.COC1C=CC=C(OC)C=1C1C=CC=CC=1P(C1CCCCC1)C1CCCCC1.[O-]P([O-])([O-])=O.[K+].[K+].[K+]. Product: [F:27][C:25]1[CH:24]=[C:23]([F:28])[CH:22]=[C:21]2[C:26]=1[C:17]([NH:16][C:4]1[CH:3]=[C:2]([C:46]3[CH:47]=[N:43][NH:44][CH:45]=3)[N:7]=[CH:6][C:5]=1[C:8]1[CH:9]=[N:10][CH:11]=[C:12]([O:14][CH3:15])[CH:13]=1)=[C:18]([CH3:35])[C:19]([C:29]1[CH:34]=[CH:33][CH:32]=[CH:31][N:30]=1)=[N:20]2. The catalyst class is: 167. (3) Reactant: [OH:1][CH2:2][C:3]1[N:7]([CH2:8][CH2:9][CH2:10][C:11]([F:14])([F:13])[F:12])[C:6]2[CH:15]=[CH:16][C:17]([C:19]#[N:20])=[CH:18][C:5]=2[N:4]=1.[C:21]([O:25][C:26](O[C:26]([O:25][C:21]([CH3:24])([CH3:23])[CH3:22])=[O:27])=[O:27])([CH3:24])([CH3:23])[CH3:22].S(S([O-])=O)([O-])(=O)=O.[Na+].[Na+]. Product: [OH:1][CH2:2][C:3]1[N:7]([CH2:8][CH2:9][CH2:10][C:11]([F:12])([F:14])[F:13])[C:6]2[CH:15]=[CH:16][C:17]([CH2:19][NH:20][C:26](=[O:27])[O:25][C:21]([CH3:24])([CH3:23])[CH3:22])=[CH:18][C:5]=2[N:4]=1. The catalyst class is: 834. (4) Reactant: [CH3:1][NH:2][C:3]1[CH:4]=[N:5][CH:6]=[CH:7][C:8]=1[C:9]1[CH:14]=[CH:13][CH:12]=[CH:11][C:10]=1[CH3:15].[F:16][C:17]1[CH:18]=[C:19]([CH:23]=[CH:24][C:25]=1[C:26]([F:29])([F:28])[F:27])[C:20]([OH:22])=O. Product: [F:16][C:17]1[CH:18]=[C:19]([CH:23]=[CH:24][C:25]=1[C:26]([F:29])([F:28])[F:27])[C:20]([N:2]([CH3:1])[C:3]1[CH:4]=[N:5][CH:6]=[CH:7][C:8]=1[C:9]1[CH:14]=[CH:13][CH:12]=[CH:11][C:10]=1[CH3:15])=[O:22]. The catalyst class is: 243.